This data is from Full USPTO retrosynthesis dataset with 1.9M reactions from patents (1976-2016). The task is: Predict the reactants needed to synthesize the given product. (1) Given the product [CH:1]1([CH2:6][C@H:7]([CH2:8][C:9](=[O:11])[NH:45][O:44][CH2:43][C:37]2[CH:42]=[CH:41][CH:40]=[CH:39][CH:38]=2)[C:12]([N:14]2[C@H:18]([C:19]([NH:21][C:22]3[CH:27]=[CH:26][C:25]([F:28])=[CH:24][N:23]=3)=[O:20])[CH2:17][CH:16]=[N:15]2)=[O:13])[CH2:5][CH2:4][CH2:3][CH2:2]1, predict the reactants needed to synthesize it. The reactants are: [CH:1]1([CH2:6][C@@H:7]([C:12]([N:14]2[CH:18]([C:19]([NH:21][C:22]3[CH:27]=[CH:26][C:25]([F:28])=[CH:24][N:23]=3)=[O:20])[CH2:17][CH:16]=[N:15]2)=[O:13])[CH2:8][C:9]([OH:11])=O)[CH2:5][CH2:4][CH2:3][CH2:2]1.CN1CCOCC1.Cl.[C:37]1([CH2:43][O:44][NH2:45])[CH:42]=[CH:41][CH:40]=[CH:39][CH:38]=1.C(Cl)CCl.N1C2C(=NC=CC=2)N(O)N=1. (2) Given the product [Cl:1][C:2]1[CH:7]=[CH:6][C:5]([N:8]2[CH2:12][CH2:11][CH:10]([CH2:13][N:22]3[CH2:23][CH2:24][N:19]([CH2:18][CH2:17][O:16][CH3:15])[CH2:20][CH2:21]3)[C:9]2=[O:14])=[CH:4][CH:3]=1, predict the reactants needed to synthesize it. The reactants are: [Cl:1][C:2]1[CH:7]=[CH:6][C:5]([N:8]2[CH2:12][CH2:11][C:10](=[CH2:13])[C:9]2=[O:14])=[CH:4][CH:3]=1.[CH3:15][O:16][CH2:17][CH2:18][N:19]1[CH2:24][CH2:23][NH:22][CH2:21][CH2:20]1. (3) Given the product [OH:8][C:9]1[CH:10]=[C:11]([C:20]([C:22]2[S:23][C:24]([CH3:27])=[CH:25][CH:26]=2)=[O:21])[CH:12]=[C:13]2[C:18]=1[N:17]=[CH:16][NH:15][C:14]2=[O:19], predict the reactants needed to synthesize it. The reactants are: C([O:8][C:9]1[CH:10]=[C:11]([C:20]([C:22]2[S:23][C:24]([CH3:27])=[CH:25][CH:26]=2)=[O:21])[CH:12]=[C:13]2[C:18]=1[N:17]=[CH:16][NH:15][C:14]2=[O:19])C1C=CC=CC=1.B(Br)(Br)Br. (4) Given the product [Cl:35][C:32]1[CH:33]=[CH:34][C:29]([C:28]2[C:12]3[CH2:13][NH:8][CH2:9][CH2:10][C:11]=3[N:19]([CH2:18][C:17]3[CH:20]=[CH:21][CH:22]=[CH:23][C:16]=3[F:15])[CH:27]=2)=[CH:30][CH:31]=1, predict the reactants needed to synthesize it. The reactants are: C(OC([N:8]1[CH2:13][CH2:12][C:11](=O)[CH2:10][CH2:9]1)=O)(C)(C)C.[F:15][C:16]1[CH:23]=[CH:22][CH:21]=[CH:20][C:17]=1[CH2:18][NH2:19].[N+]([CH:27]=[CH:28][C:29]1[CH:34]=[CH:33][C:32]([Cl:35])=[CH:31][CH:30]=1)([O-])=O. (5) Given the product [Cl:3][C:4]1[CH:18]=[CH:17][CH:16]=[CH:15][C:5]=1[CH:6]([OH:7])[C:8]1[CH:13]=[CH:12][CH:11]=[CH:10][C:9]=1[Cl:14], predict the reactants needed to synthesize it. The reactants are: [BH4-].[Na+].[Cl:3][C:4]1[CH:18]=[CH:17][CH:16]=[CH:15][C:5]=1[C:6]([C:8]1[CH:13]=[CH:12][CH:11]=[CH:10][C:9]=1[Cl:14])=[O:7].